The task is: Predict the reaction yield, written as a fraction of the theoretical maximum amount of product (1.0 means a 100% yield; for example, 0.34 means a 34% yield).. This data is from Reaction yield outcomes from USPTO patents with 853,638 reactions. (1) The reactants are [OH:1][C:2]1[CH:11]=[C:10]([O:12][C:13](=[O:18])[C:14]([CH3:17])([CH3:16])[CH3:15])[CH:9]=[C:8]2[C:3]=1[C:4]([CH2:20][CH2:21][CH3:22])=[CH:5][C:6](=[O:19])[O:7]2.C(=O)([O-])[O-].[K+].[K+].Cl[C:30]([CH3:34])([CH3:33])[C:31]#[CH:32]. The catalyst is CC(=O)CC.CN(C=O)C.[I-].C([N+](CCCC)(CCCC)CCCC)CCC.[Cl-].[Cl-].[Zn+2]. The product is [CH3:33][C:30]1([CH3:34])[O:1][C:2]2[C:3]3[C:4]([CH2:20][CH2:21][CH3:22])=[CH:5][C:6](=[O:19])[O:7][C:8]=3[CH:9]=[C:10]([O:12][C:13](=[O:18])[C:14]([CH3:16])([CH3:17])[CH3:15])[C:11]=2[CH:32]=[CH:31]1. The yield is 0.730. (2) The reactants are [F:1][C:2]([F:12])([F:11])[C:3]1[CH:10]=[CH:9][C:6]([CH2:7]Br)=[CH:5][CH:4]=1.[N-:13]=[N+:14]=[N-:15].[Na+]. The catalyst is CN(C)C=O.O. The product is [N:13]([CH2:7][C:6]1[CH:9]=[CH:10][C:3]([C:2]([F:12])([F:11])[F:1])=[CH:4][CH:5]=1)=[N+:14]=[N-:15]. The yield is 0.990. (3) The reactants are [NH2:1][C:2]1[CH:3]=[C:4]([CH:8]2[CH2:11][N:10]([C:12]([O:14][C:15]([CH3:18])([CH3:17])[CH3:16])=[O:13])[CH2:9]2)[CH:5]=[CH:6][CH:7]=1.[Cl:19][C:20]1[CH:33]=[CH:32][C:23]2[S:24][C:25]([S:28](Cl)(=[O:30])=[O:29])=[C:26]([CH3:27])[C:22]=2[CH:21]=1. No catalyst specified. The product is [Cl:19][C:20]1[CH:33]=[CH:32][C:23]2[S:24][C:25]([S:28]([NH:1][C:2]3[CH:3]=[C:4]([CH:8]4[CH2:9][N:10]([C:12]([O:14][C:15]([CH3:18])([CH3:17])[CH3:16])=[O:13])[CH2:11]4)[CH:5]=[CH:6][CH:7]=3)(=[O:29])=[O:30])=[C:26]([CH3:27])[C:22]=2[CH:21]=1. The yield is 0.710. (4) The reactants are [Br:1][CH2:2][CH2:3][CH2:4][N:5]1[C:9](=[O:10])[C:8]2=[CH:11][CH:12]=[CH:13][CH:14]=[C:7]2[C:6]1=[O:15].[C:16]1([P:22]([C:29]2[CH:34]=[CH:33][CH:32]=[CH:31][CH:30]=2)[C:23]2[CH:28]=[CH:27][CH:26]=[CH:25][CH:24]=2)[CH:21]=[CH:20][CH:19]=[CH:18][CH:17]=1. The catalyst is C1(C)C=CC=CC=1. The product is [Br-:1].[O:15]=[C:6]1[C:7]2[C:8](=[CH:11][CH:12]=[CH:13][CH:14]=2)[C:9](=[O:10])[N:5]1[CH2:4][CH2:3][CH2:2][P+:22]([C:23]1[CH:24]=[CH:25][CH:26]=[CH:27][CH:28]=1)([C:29]1[CH:34]=[CH:33][CH:32]=[CH:31][CH:30]=1)[C:16]1[CH:17]=[CH:18][CH:19]=[CH:20][CH:21]=1. The yield is 0.360. (5) The reactants are C(Cl)Cl.[Cl:4][C:5]1[CH:6]=[C:7]([NH:19][C:20]2[C:25]3[C:26]4[CH2:34][CH2:33][C:32]5[C:28](=[CH:29][N:30]([CH2:35][CH2:36]O)[N:31]=5)[C:27]=4[S:38][C:24]=3[N:23]=[CH:22][N:21]=2)[CH:8]=[CH:9][C:10]=1[O:11][CH2:12][C:13]1[CH:18]=[CH:17][CH:16]=[CH:15][N:14]=1.S(Br)([Br:41])=O. The catalyst is O. The product is [Br:41][CH2:36][CH2:35][N:30]1[CH:29]=[C:28]2[C:32]([CH2:33][CH2:34][C:26]3[C:25]4=[C:20]([NH:19][C:7]5[CH:8]=[CH:9][C:10]([O:11][CH2:12][C:13]6[CH:18]=[CH:17][CH:16]=[CH:15][N:14]=6)=[C:5]([Cl:4])[CH:6]=5)[N:21]=[CH:22][N:23]=[C:24]4[S:38][C:27]=32)=[N:31]1. The yield is 0.940. (6) The reactants are [C:1]([O:5][C:6]([N:8]1[CH2:15][CH2:14][CH2:13][C@@H:9]1[C:10]([OH:12])=O)=[O:7])([CH3:4])([CH3:3])[CH3:2].[CH2:16](Cl)[CH2:17]Cl.[CH:20]1[CH:21]=[CH:22]C2N(O)N=N[C:24]=2[CH:25]=1.C[N:31]1[CH2:36][CH2:35]OCC1.[CH2:37](Cl)Cl. The catalyst is CN(C1C=CN=CC=1)C. The product is [C:1]([O:5][C:6]([N:8]1[CH2:15][CH2:14][CH2:13][C@@H:9]1[C:10]([NH:31][C:36]12[CH2:35][CH:25]3[CH2:20][CH:21]([CH2:16][CH:17]([CH2:24]3)[CH2:37]1)[CH2:22]2)=[O:12])=[O:7])([CH3:2])([CH3:3])[CH3:4]. The yield is 1.05. (7) The reactants are C[O:2][C:3](=O)[CH2:4][NH:5][C:6]([O:8][C:9]([CH3:12])([CH3:11])[CH3:10])=[O:7].O.[NH2:15][NH2:16]. The catalyst is CO. The product is [NH:15]([C:3](=[O:2])[CH2:4][NH:5][C:6](=[O:7])[O:8][C:9]([CH3:12])([CH3:11])[CH3:10])[NH2:16]. The yield is 1.00.